Dataset: Forward reaction prediction with 1.9M reactions from USPTO patents (1976-2016). Task: Predict the product of the given reaction. (1) Given the reactants Br[C:2]1[CH:7]=[C:6]([NH:8][C:9](=[O:19])[C:10]2[C:15]([Cl:16])=[CH:14][C:13]([Cl:17])=[CH:12][C:11]=2[Cl:18])[CH:5]=[CH:4][N:3]=1.[N:20]1[CH:25]=[CH:24][C:23]([NH2:26])=[N:22][CH:21]=1.CC1(C)C2C(=C(P(C3C=CC=CC=3)C3C=CC=CC=3)C=CC=2)OC2C(P(C3C=CC=CC=3)C3C=CC=CC=3)=CC=CC1=2.C([O-])([O-])=O.[Cs+].[Cs+], predict the reaction product. The product is: [Cl:18][C:11]1[CH:12]=[C:13]([Cl:17])[CH:14]=[C:15]([Cl:16])[C:10]=1[C:9]([NH:8][C:6]1[CH:5]=[CH:4][N:3]=[C:2]([NH:26][C:23]2[CH:24]=[CH:25][N:20]=[CH:21][N:22]=2)[CH:7]=1)=[O:19]. (2) Given the reactants [Br:1][C:2]1([CH2:5][CH2:6][OH:7])[CH2:4][CH2:3]1.N1C=CC=CC=1.[Si:14](OS(C(F)(F)F)(=O)=O)([C:17]([CH3:20])([CH3:19])[CH3:18])([CH3:16])[CH3:15], predict the reaction product. The product is: [Br:1][C:2]1([CH2:5][CH2:6][O:7][Si:14]([C:17]([CH3:20])([CH3:19])[CH3:18])([CH3:16])[CH3:15])[CH2:4][CH2:3]1. (3) Given the reactants [CH2:1]([C:3]1[N:13]([CH2:14][C:15]2[CH:20]=[CH:19][C:18]([CH:21](N=[N+]=[N-])[C:22]3[CH:27]=[CH:26][CH:25]=[CH:24][CH:23]=3)=[CH:17][CH:16]=2)[C:6]2=[N:7][C:8]([CH3:12])=[CH:9][C:10]([CH3:11])=[C:5]2[N:4]=1)[CH3:2], predict the reaction product. The product is: [CH2:21]([C:18]1[CH:17]=[CH:16][C:15]([CH2:14][N:13]2[C:6]3=[N:7][C:8]([CH3:12])=[CH:9][C:10]([CH3:11])=[C:5]3[N:4]=[C:3]2[CH2:1][CH3:2])=[CH:20][CH:19]=1)[C:22]1[CH:23]=[CH:24][CH:25]=[CH:26][CH:27]=1. (4) Given the reactants [Cl:1][C:2]1[CH:7]=[CH:6][C:5]([CH:8]([C:20]2[CH:25]=[CH:24][C:23]([Cl:26])=[CH:22][CH:21]=2)[C:9]2[CH:10]=[C:11]3[C:16](=[CH:17][CH:18]=2)[N:15]=[CH:14][N:13]=[C:12]3Cl)=[CH:4][CH:3]=1.Cl.[NH2:28][CH:29]1[CH2:34][CH2:33][C:32](=[O:35])[CH2:31][CH2:30]1.CC(O)C, predict the reaction product. The product is: [Cl:1][C:2]1[CH:3]=[CH:4][C:5]([CH:8]([C:20]2[CH:25]=[CH:24][C:23]([Cl:26])=[CH:22][CH:21]=2)[C:9]2[CH:10]=[C:11]3[C:16](=[CH:17][CH:18]=2)[N:15]=[CH:14][N:13]=[C:12]3[NH:28][CH:29]2[CH2:34][CH2:33][C:32](=[O:35])[CH2:31][CH2:30]2)=[CH:6][CH:7]=1. (5) The product is: [CH:59]([C:36]1[C:37]2[C:42](=[CH:41][C:40]([O:43][C:44]3[CH:45]=[C:46]([NH:50][C:51]([C:53]4[S:54][C:55]([CH3:58])=[CH:56][N:57]=4)=[O:52])[CH:47]=[CH:48][CH:49]=3)=[CH:39][CH:38]=2)[NH:34][N:35]=1)=[CH:60][C:61]1[CH:66]=[CH:65][CH:64]=[CH:63][CH:62]=1. Given the reactants C(C1C2CCC(OC3C=C(N)C=CC=3)=CC=2NN=1)=CC1C=CC=CC=1.CC1SC(C([N:34]2[C:42]3[C:37](=[CH:38][CH:39]=[C:40]([O:43][C:44]4[CH:45]=[C:46]([NH:50][C:51]([C:53]5[S:54][C:55]([CH3:58])=[CH:56][N:57]=5)=[O:52])[CH:47]=[CH:48][CH:49]=4)[CH:41]=3)[C:36]([CH:59]=[CH:60][C:61]3[CH:66]=[CH:65][CH:64]=[CH:63][CH:62]=3)=[N:35]2)=O)=NC=1.CC1SC(C(O)=O)=NC=1.CN(C(ON1N=NC2C=CC=NC1=2)=[N+](C)C)C.F[P-](F)(F)(F)(F)F.C(C1C(=O)C(Cl)=C(Cl)C(=O)C=1C#N)#N, predict the reaction product. (6) Given the reactants [Br:1][C:2]1[CH:3]=[CH:4][C:5]([F:11])=[C:6]([CH:10]=1)[C:7]([OH:9])=O.[CH2:12]([O:14][C:15](=[O:25])[CH:16]=[CH:17][C:18]1[CH:23]=[CH:22][CH:21]=[C:20]([NH2:24])[CH:19]=1)[CH3:13], predict the reaction product. The product is: [CH2:12]([O:14][C:15](=[O:25])[CH:16]=[CH:17][C:18]1[CH:23]=[CH:22][CH:21]=[C:20]([NH:24][C:7](=[O:9])[C:6]2[CH:10]=[C:2]([Br:1])[CH:3]=[CH:4][C:5]=2[F:11])[CH:19]=1)[CH3:13]. (7) Given the reactants [C:1]([O:5][C:6](=[O:27])[NH:7][C:8]1[CH:13]=[C:12]([Cl:14])[CH:11]=[C:10]([NH:15][C:16]([NH:18]C(=O)C2C=CC=CC=2)=[S:17])[CH:9]=1)([CH3:4])([CH3:3])[CH3:2].[OH-].[Na+].Cl, predict the reaction product. The product is: [C:1]([O:5][C:6](=[O:27])[NH:7][C:8]1[CH:9]=[C:10]([NH:15][C:16]([NH2:18])=[S:17])[CH:11]=[C:12]([Cl:14])[CH:13]=1)([CH3:4])([CH3:2])[CH3:3]. (8) Given the reactants [CH3:1][C:2]([CH3:15])([C:8](=[O:14])[N:9]1[CH2:13][CH2:12][CH2:11][CH2:10]1)[C:3]([O:5]CC)=[O:4].[OH-].[K+], predict the reaction product. The product is: [CH3:1][C:2]([CH3:15])([C:8](=[O:14])[N:9]1[CH2:13][CH2:12][CH2:11][CH2:10]1)[C:3]([OH:5])=[O:4]. (9) Given the reactants [Cl:1][C:2]1[CH:11]=[C:10]2[C:5]([C:6]([OH:20])=[C:7]([C:15]([O:17]CC)=O)[C:8](=[O:14])[N:9]2[CH2:12][CH3:13])=[CH:4][CH:3]=1.[C:21]([NH:30][NH2:31])(=[O:29])[CH2:22][CH2:23][CH2:24][CH2:25][CH2:26][CH2:27][CH3:28], predict the reaction product. The product is: [Cl:1][C:2]1[CH:11]=[C:10]2[C:5]([C:6]([OH:20])=[C:7]([C:15]([N:30]([C:21](=[O:29])[CH2:22][CH2:23][CH2:24][CH2:25][CH2:26][CH2:27][CH3:28])[NH2:31])=[O:17])[C:8](=[O:14])[N:9]2[CH2:12][CH3:13])=[CH:4][CH:3]=1. (10) Given the reactants C(OCC)(=O)C.[Li+].CC([N-]C(C)C)C.[N:15]1([CH2:20][CH:21]=O)[CH2:19][CH2:18][CH2:17][CH2:16]1.[C:23](Cl)(=O)[C:24]([Cl:26])=[O:25], predict the reaction product. The product is: [N:15]1([CH2:20]/[CH:21]=[CH:23]/[C:24]([Cl:26])=[O:25])[CH2:16][CH2:17][CH2:18][CH2:19]1.